From a dataset of Forward reaction prediction with 1.9M reactions from USPTO patents (1976-2016). Predict the product of the given reaction. (1) Given the reactants [CH3:1][C@H:2]1[CH2:6][CH2:5][CH2:4][N:3]1[CH:7]1[CH2:11][CH2:10][C@H:9]([C:12]2[CH:17]=[CH:16][C:15]([NH2:18])=[CH:14][CH:13]=2)[CH2:8]1.[C:19]([N:22]1[CH2:27][CH2:26][CH:25]([C:28](Cl)=[O:29])[CH2:24][CH2:23]1)(=[O:21])[CH3:20].N1C=CC=CC=1.N.CO, predict the reaction product. The product is: [CH3:1][C@H:2]1[CH2:6][CH2:5][CH2:4][N:3]1[CH:7]1[CH2:11][CH2:10][C@H:9]([C:12]2[CH:17]=[CH:16][C:15]([NH:18][C:28]([CH:25]3[CH2:24][CH2:23][N:22]([C:19](=[O:21])[CH3:20])[CH2:27][CH2:26]3)=[O:29])=[CH:14][CH:13]=2)[CH2:8]1. (2) Given the reactants Br[CH2:2][C:3]1[NH:8][C:7]([C:9]2[S:10][CH:11]=[N:12][N:13]=2)=[N:6][CH:5]([C:14]2[CH:19]=[CH:18][C:17]([F:20])=[CH:16][C:15]=2[Cl:21])[C:4]=1[C:22]([O:24][CH2:25][CH3:26])=[O:23].Cl.[NH:28]1[CH2:33][CH2:32][O:31][CH:30]([C:34]([OH:36])=[O:35])[CH2:29]1, predict the reaction product. The product is: [Cl:21][C:15]1[CH:16]=[C:17]([F:20])[CH:18]=[CH:19][C:14]=1[CH:5]1[N:6]=[C:7]([C:9]2[S:10][CH:11]=[N:12][N:13]=2)[NH:8][C:3]([CH2:2][N:28]2[CH2:33][CH2:32][O:31][CH:30]([C:34]([OH:36])=[O:35])[CH2:29]2)=[C:4]1[C:22]([O:24][CH2:25][CH3:26])=[O:23].